Dataset: Full USPTO retrosynthesis dataset with 1.9M reactions from patents (1976-2016). Task: Predict the reactants needed to synthesize the given product. (1) Given the product [NH2:1][C:2]1[N:7]=[C:6]([O:8][CH2:9][CH2:10][CH2:11][CH3:12])[N:5]=[C:4]([OH:13])[C:3]=1[N:14]=[O:15], predict the reactants needed to synthesize it. The reactants are: [NH2:1][C:2]1[N:7]=[C:6]([O:8][CH2:9][CH2:10][CH2:11][CH3:12])[N:5]=[C:4]([OH:13])[CH:3]=1.[N:14]([O-])=[O:15].[Na+]. (2) Given the product [Cl:1][C:2]1[CH:3]=[CH:4][C:5]([CH:8]([C:13]2[C:21]3[C:16](=[C:17]([CH2:22][S:23]([CH3:24])=[O:27])[CH:18]=[CH:19][CH:20]=3)[NH:15][CH:14]=2)[CH2:9][CH2:10][C:11]#[N:12])=[CH:6][CH:7]=1, predict the reactants needed to synthesize it. The reactants are: [Cl:1][C:2]1[CH:7]=[CH:6][C:5]([CH:8]([C:13]2[C:21]3[C:16](=[C:17]([CH2:22][S:23][CH3:24])[CH:18]=[CH:19][CH:20]=3)[NH:15][CH:14]=2)[CH2:9][CH2:10][C:11]#[N:12])=[CH:4][CH:3]=1.CS(CC1C=CC=C2C=1NC=C2C(C1C=CC(C(F)(F)F)=CC=1)CCC#N)=[O:27]. (3) The reactants are: [OH-].[Na+].[CH3:3][CH:4]([CH2:9][CH2:10][S:11][C:12]1[N:13]([C:22]2[CH:27]=[CH:26][C:25]([O:28][CH2:29][C:30]([F:33])([F:32])[F:31])=[CH:24][CH:23]=2)[C:14](=[O:21])[C:15]2[NH:20][CH:19]=[CH:18][C:16]=2[N:17]=1)[C:5]([O:7]C)=[O:6].O1CCCC1. Given the product [CH3:3][CH:4]([CH2:9][CH2:10][S:11][C:12]1[N:13]([C:22]2[CH:27]=[CH:26][C:25]([O:28][CH2:29][C:30]([F:33])([F:31])[F:32])=[CH:24][CH:23]=2)[C:14](=[O:21])[C:15]2[NH:20][CH:19]=[CH:18][C:16]=2[N:17]=1)[C:5]([OH:7])=[O:6], predict the reactants needed to synthesize it. (4) Given the product [Cl:25][C:26]1[CH:31]=[CH:30][C:29]([C@H:32]([N:34]2[CH:38]3[CH:37]([CH2:23][NH:10][C:9]4[CH:8]=[C:7]([C:6]5[C:2]([CH3:1])=[N:3][O:4][C:5]=5[CH3:16])[C:13]([O:14][CH3:15])=[CH:12][C:11]=43)[O:36][C:35]2=[O:39])[CH3:33])=[CH:28][CH:27]=1, predict the reactants needed to synthesize it. The reactants are: [CH3:1][C:2]1[C:6]([C:7]2[CH:8]=[C:9]([CH:11]=[CH:12][C:13]=2[O:14][CH3:15])[NH2:10])=[C:5]([CH3:16])[O:4][N:3]=1.[O-]S([O-])(=O)=O.[Mg+2].[CH2:23]=O.[Cl:25][C:26]1[CH:31]=[CH:30][C:29]([C@H:32]([N:34]2[CH:38]=[CH:37][O:36][C:35]2=[O:39])[CH3:33])=[CH:28][CH:27]=1. (5) Given the product [C:5]([C:4]1[CH:7]=[CH:8][C:9]([CH:10]([F:12])[F:11])=[C:2]([CH:3]=1)[C:52]([O:53][CH3:54])=[O:50])#[N:6], predict the reactants needed to synthesize it. The reactants are: Br[C:2]1[CH:3]=[C:4]([CH:7]=[CH:8][C:9]=1[CH:10]([F:12])[F:11])[C:5]#[N:6].C(N(CC)CC)C.C1(P(C2C=CC=CC=2)CCCP(C2C=CC=CC=2)C2C=CC=CC=2)C=CC=CC=1.[C]=[O:50].C[CH2:52][O:53][CH2:54]C. (6) Given the product [C:13]([C:9]1[CH:10]=[CH:11][CH:12]=[C:7]([S:3][CH2:1][CH3:2])[N:8]=1)#[N:14], predict the reactants needed to synthesize it. The reactants are: [CH2:1]([SH:3])[CH3:2].[H-].[Na+].Cl[C:7]1[CH:12]=[CH:11][CH:10]=[C:9]([C:13]#[N:14])[N:8]=1. (7) Given the product [NH2:4][C:5]1[CH:10]=[C:9]([C:11]2[N:15]([CH3:16])[C:14]([S:17][CH2:18][C:19]([N:21]([CH2:25][CH2:26][OH:27])[CH2:22][CH2:23][OH:24])=[O:20])=[N:13][C:12]=2[C:28]2[CH:29]=[CH:30][C:31]([F:34])=[CH:32][CH:33]=2)[CH:8]=[CH:7][N:6]=1, predict the reactants needed to synthesize it. The reactants are: C([NH:4][C:5]1[CH:10]=[C:9]([C:11]2[N:15]([CH3:16])[C:14]([S:17][CH2:18][C:19]([N:21]([CH2:25][CH2:26][OH:27])[CH2:22][CH2:23][OH:24])=[O:20])=[N:13][C:12]=2[C:28]2[CH:33]=[CH:32][C:31]([F:34])=[CH:30][CH:29]=2)[CH:8]=[CH:7][N:6]=1)(=O)C.[OH-].[Na+].